Dataset: NCI-60 drug combinations with 297,098 pairs across 59 cell lines. Task: Regression. Given two drug SMILES strings and cell line genomic features, predict the synergy score measuring deviation from expected non-interaction effect. Synergy scores: CSS=24.4, Synergy_ZIP=-6.91, Synergy_Bliss=-9.05, Synergy_Loewe=-11.4, Synergy_HSA=-5.66. Drug 2: CC1=C(C(=O)C2=C(C1=O)N3CC4C(C3(C2COC(=O)N)OC)N4)N. Cell line: KM12. Drug 1: CC1C(C(=O)NC(C(=O)N2CCCC2C(=O)N(CC(=O)N(C(C(=O)O1)C(C)C)C)C)C(C)C)NC(=O)C3=C4C(=C(C=C3)C)OC5=C(C(=O)C(=C(C5=N4)C(=O)NC6C(OC(=O)C(N(C(=O)CN(C(=O)C7CCCN7C(=O)C(NC6=O)C(C)C)C)C)C(C)C)C)N)C.